The task is: Predict which catalyst facilitates the given reaction.. This data is from Catalyst prediction with 721,799 reactions and 888 catalyst types from USPTO. (1) Reactant: [CH2:1]([N:8]1[C:13](=[O:14])[C:12]2=[CH:15][CH:16]=[CH:17][N:11]2[N:10]=[C:9]1[CH:18]([NH:21][CH:22]1[CH2:27][CH2:26][CH2:25][CH2:24][CH2:23]1)[CH2:19][CH3:20])[C:2]1[CH:7]=[CH:6][CH:5]=[CH:4][CH:3]=1.[CH:28]1[C:40]2[CH:39]([CH2:41][O:42][C:43](=[O:49])[NH:44][CH2:45][CH2:46][CH:47]=O)[C:38]3[C:33](=[CH:34][CH:35]=[CH:36][CH:37]=3)[C:32]=2[CH:31]=[CH:30][CH:29]=1.C(O[BH-](OC(=O)C)OC(=O)C)(=O)C.[Na+]. Product: [CH:37]1[C:38]2[CH:39]([CH2:41][O:42][C:43](=[O:49])[NH:44][CH2:45][CH2:46][CH2:47][N:21]([CH:18]([C:9]3[N:8]([CH2:1][C:2]4[CH:3]=[CH:4][CH:5]=[CH:6][CH:7]=4)[C:13](=[O:14])[C:12]4=[CH:15][CH:16]=[CH:17][N:11]4[N:10]=3)[CH2:19][CH3:20])[CH:22]3[CH2:27][CH2:26][CH2:25][CH2:24][CH2:23]3)[C:40]3[C:32](=[CH:31][CH:30]=[CH:29][CH:28]=3)[C:33]=2[CH:34]=[CH:35][CH:36]=1. The catalyst class is: 26. (2) Reactant: [F:1][C:2]([F:50])([F:49])[C:3]1[CH:4]=[C:5]([CH:42]=[C:43]([C:45]([F:48])([F:47])[F:46])[CH:44]=1)[CH2:6][N:7]([CH2:23][C:24]1[CH:29]=[C:28]([C:30]([F:33])([F:32])[F:31])[CH:27]=[CH:26][C:25]=1[N:34]([C:37](=[O:41])[CH2:38][CH2:39][CH3:40])[CH2:35][CH3:36])[C:8]1[N:13]=[CH:12][C:11]([O:14][CH2:15][CH2:16][CH2:17][C:18]([O:20]CC)=[O:19])=[CH:10][N:9]=1.[OH-].[Na+].C(OCC)(=O)C. Product: [F:50][C:2]([F:1])([F:49])[C:3]1[CH:4]=[C:5]([CH:42]=[C:43]([C:45]([F:46])([F:47])[F:48])[CH:44]=1)[CH2:6][N:7]([CH2:23][C:24]1[CH:29]=[C:28]([C:30]([F:33])([F:32])[F:31])[CH:27]=[CH:26][C:25]=1[N:34]([C:37](=[O:41])[CH2:38][CH2:39][CH3:40])[CH2:35][CH3:36])[C:8]1[N:9]=[CH:10][C:11]([O:14][CH2:15][CH2:16][CH2:17][C:18]([OH:20])=[O:19])=[CH:12][N:13]=1. The catalyst class is: 8.